Dataset: Full USPTO retrosynthesis dataset with 1.9M reactions from patents (1976-2016). Task: Predict the reactants needed to synthesize the given product. (1) Given the product [C:10]1([CH3:9])[CH:16]=[CH:15][C:13]([NH:14][C:5]2[C:4]([NH:14][C:13]3[CH:15]=[CH:16][C:10]([CH3:9])=[CH:11][CH:12]=3)=[N:3][C:2](=[O:1])[C:7](=[O:8])[CH:6]=2)=[CH:12][CH:11]=1, predict the reactants needed to synthesize it. The reactants are: [OH:1][C:2]1[C:7]([OH:8])=[CH:6][CH:5]=[CH:4][N:3]=1.[CH3:9][C:10]1[CH:16]=[CH:15][C:13]([NH2:14])=[CH:12][CH:11]=1. (2) Given the product [C:9]([O:11][C:12](=[O:13])[NH:14][C@H:15]1[CH2:20][CH2:19][C@@H:18]([C:21](=[O:22])[NH2:25])[CH2:17][CH2:16]1)([CH3:24])([CH3:10])[CH3:8], predict the reactants needed to synthesize it. The reactants are: C(Cl)(=O)C(C)(C)C.[CH3:8][C:9]([CH3:24])([O:11][C:12]([NH:14][C@@H:15]1[CH2:20][CH2:19][C@H:18]([C:21](O)=[O:22])[CH2:17][CH2:16]1)=[O:13])[CH3:10].[NH3:25]. (3) Given the product [Cl:1][C:2]1[CH:3]=[C:4]2[C:10]([C:11]3[N:16]=[C:15]([NH:17][C@H:18]4[CH2:22][CH2:21][N:20]([S:23]([CH:26]5[CH2:30][CH2:29][CH2:28][CH2:32]5)(=[O:24])=[O:25])[CH2:19]4)[C:14]([F:27])=[CH:13][N:12]=3)=[CH:9][NH:8][C:5]2=[N:6][CH:7]=1, predict the reactants needed to synthesize it. The reactants are: [Cl:1][C:2]1[CH:3]=[C:4]2[C:10]([C:11]3[N:16]=[C:15]([NH:17][C@H:18]4[CH2:22][CH2:21][N:20]([S:23]([CH3:26])(=[O:25])=[O:24])[CH2:19]4)[C:14]([F:27])=[CH:13][N:12]=3)=[CH:9][NH:8][C:5]2=[N:6][CH:7]=1.[CH:28]1(S(Cl)(=O)=O)[CH2:32]C[CH2:30][CH2:29]1. (4) Given the product [NH2:43][C@H:44]([C:26]([NH:18][C@H:19]([C:23]([NH:17][C@H:13]([C:14]([OH:16])=[O:15])[CH2:12][CH2:11][CH2:10][CH2:9][NH2:8])=[O:25])[CH:20]([CH3:21])[CH3:22])=[O:28])[CH2:45][CH2:46][CH2:47][CH2:48][NH2:49], predict the reactants needed to synthesize it. The reactants are: CC(OC([NH:8][CH2:9][CH2:10][CH2:11][CH2:12][C@H:13]([NH2:17])[C:14]([OH:16])=[O:15])=O)(C)C.[NH:18]([C:26]([O:28]CC1C2C(=CC=CC=2)C2C1=CC=CC=2)=O)[C@H:19]([C:23]([OH:25])=O)[CH:20]([CH3:22])[CH3:21].[NH:43](C(OCC1C2C(=CC=CC=2)C2C1=CC=CC=2)=O)[C@H:44](C(O)=O)[CH2:45][CH2:46][CH2:47][CH2:48][NH:49]C(OC(C)(C)C)=O.C(O)(C(F)(F)F)=O. (5) Given the product [CH3:6][O:7][C:8]1[CH:9]=[CH:10][C:11]2[N:17]3[CH:18]=[N:19][C:20]([C:21]([O:5][C:2]([CH3:4])([CH3:3])[CH3:1])=[O:22])=[C:16]3[C@@H:15]3[CH2:26][CH2:27][CH2:28][N:14]3[C:13](=[O:29])[C:12]=2[CH:30]=1, predict the reactants needed to synthesize it. The reactants are: [CH3:1][C:2]([OH:5])([CH3:4])[CH3:3].[CH3:6][O:7][C:8]1[CH:9]=[CH:10][C:11]2[N:17]3[CH:18]=[N:19][C:20]([C:21](OCC)=[O:22])=[C:16]3[C@@H:15]3[CH2:26][CH2:27][CH2:28][N:14]3[C:13](=[O:29])[C:12]=2[CH:30]=1. (6) Given the product [NH2:1][C:2]1[C:7]([C:8]([C:10]2[CH:15]=[CH:14][CH:13]=[C:12]([O:16][CH3:17])[CH:11]=2)=[O:9])=[CH:6][CH:5]=[C:4]([NH:36][CH:33]2[CH2:34][CH2:35][N:30]([S:27]([CH3:26])(=[O:29])=[O:28])[CH2:31][CH2:32]2)[N:3]=1, predict the reactants needed to synthesize it. The reactants are: [NH2:1][C:2]1[C:7]([C:8]([C:10]2[CH:15]=[CH:14][CH:13]=[C:12]([O:16][CH3:17])[CH:11]=2)=[O:9])=[CH:6][CH:5]=[C:4](Cl)[N:3]=1.FC(F)(F)C(O)=O.[CH3:26][S:27]([N:30]1[CH2:35][CH2:34][CH:33]([NH2:36])[CH2:32][CH2:31]1)(=[O:29])=[O:28].